This data is from Reaction yield outcomes from USPTO patents with 853,638 reactions. The task is: Predict the reaction yield, written as a fraction of the theoretical maximum amount of product (1.0 means a 100% yield; for example, 0.34 means a 34% yield). (1) The reactants are [CH3:1][CH:2]([CH3:12])[C@:3]([C:6]1[CH:11]=[N:10][CH:9]=[CH:8][N:7]=1)([OH:5])[CH3:4].[H][H]. The catalyst is [Pt]=O.CO. The product is [CH3:1][CH:2]([CH3:12])[C@:3]([CH:6]1[CH2:11][NH:10][CH2:9][CH2:8][NH:7]1)([OH:5])[CH3:4]. The yield is 0.930. (2) The reactants are C1(C)C=CC(S(O[C@@H:11]([CH2:13]/[CH:14]=[CH:15]/[C:16]2[CH:17]=[N:18][CH:19]=[CH:20][CH:21]=2)[CH3:12])(=O)=O)=CC=1.[CH3:23][NH2:24]. The catalyst is C(O)C. The product is [CH3:23][NH:24][C@H:11]([CH2:13]/[CH:14]=[CH:15]/[C:16]1[CH:17]=[N:18][CH:19]=[CH:20][CH:21]=1)[CH3:12]. The yield is 0.240. (3) The yield is 0.200. The reactants are [Cl:1][C:2]1[CH:30]=[CH:29][C:5]([CH2:6][O:7][C:8]2[C:9]([O:25][CH2:26][CH2:27][F:28])=[C:10]([CH:14]([C:16]3[C:24]4[C:19](=[N:20][CH:21]=[CH:22][CH:23]=4)[NH:18][CH:17]=3)[OH:15])[CH:11]=[CH:12][CH:13]=2)=[C:4]([F:31])[CH:3]=1.CC(OI1(OC(C)=O)(OC(C)=O)OC(=O)C2C=CC=CC1=2)=O. The catalyst is O1CCCC1. The product is [Cl:1][C:2]1[CH:30]=[CH:29][C:5]([CH2:6][O:7][C:8]2[C:9]([O:25][CH2:26][CH2:27][F:28])=[C:10]([C:14]([C:16]3[C:24]4[C:19](=[N:20][CH:21]=[CH:22][CH:23]=4)[NH:18][CH:17]=3)=[O:15])[CH:11]=[CH:12][CH:13]=2)=[C:4]([F:31])[CH:3]=1. (4) The reactants are [NH2:1][CH2:2][CH2:3][CH2:4][OH:5].C(N(CC)CC)C.[C:13](Cl)([O:15][CH2:16][C:17]1[CH:22]=[CH:21][CH:20]=[CH:19][CH:18]=1)=[O:14]. The catalyst is C(Cl)Cl.C(OCC)C.O. The product is [OH:5][CH2:4][CH2:3][CH2:2][NH:1][C:13](=[O:14])[O:15][CH2:16][C:17]1[CH:22]=[CH:21][CH:20]=[CH:19][CH:18]=1. The yield is 0.950. (5) The reactants are [CH3:1][N:2]([CH2:13][C:14]#[CH:15])[C@@H:3]([CH2:6][C:7]1[CH:12]=[CH:11][CH:10]=[CH:9][CH:8]=1)[CH2:4][OH:5].[Br:16][C:17]1[CH:22]=[CH:21][C:20]([S:23](Cl)(=[O:25])=[O:24])=[CH:19][CH:18]=1. No catalyst specified. The yield is 0.470. The product is [CH3:1][N:2]([CH2:13][C:14]#[CH:15])[C@@H:3]([CH2:6][C:7]1[CH:8]=[CH:9][CH:10]=[CH:11][CH:12]=1)[CH2:4][O:5][S:23]([C:20]1[CH:21]=[CH:22][C:17]([Br:16])=[CH:18][CH:19]=1)(=[O:25])=[O:24].